Predict the reaction yield, written as a fraction of the theoretical maximum amount of product (1.0 means a 100% yield; for example, 0.34 means a 34% yield). From a dataset of Reaction yield outcomes from USPTO patents with 853,638 reactions. (1) The reactants are [Br:1][C:2]1[CH:3]=[C:4]([C:9](=O)[CH2:10][C:11]2[CH:16]=[CH:15][CH:14]=[C:13]([CH3:17])[N:12]=2)[CH:5]=[CH:6][C:7]=1[F:8].Br.C(=O)(O)[O-].[Na+].C([O-])(=O)C.[NH4+].[CH2:30]1[N:35]2CN3CN(C2)C[N:31]1C3. The catalyst is CS(C)=O.O. The product is [Br:1][C:2]1[CH:3]=[C:4]([C:9]2[N:31]=[CH:30][NH:35][C:10]=2[C:11]2[CH:16]=[CH:15][CH:14]=[C:13]([CH3:17])[N:12]=2)[CH:5]=[CH:6][C:7]=1[F:8]. The yield is 0.270. (2) The reactants are Br[C:2]1[CH:3]=[C:4]2[C:9](=[CH:10][CH:11]=1)[CH:8]=[N:7][CH:6]=[C:5]2[Cl:12].[CH3:13][CH:14]1[CH2:18][NH:17][C:16](=[O:19])[CH2:15]1.P([O-])([O-])([O-])=O.[K+].[K+].[K+].C1(P(C2C=CC=CC=2)C2C3OC4C(=CC=CC=4P(C4C=CC=CC=4)C4C=CC=CC=4)C(C)(C)C=3C=CC=2)C=CC=CC=1. The catalyst is C1(C)C=CC=CC=1. The product is [Cl:12][C:5]1[C:4]2[C:9](=[CH:10][CH:11]=[C:2]([N:17]3[CH2:18][CH:14]([CH3:13])[CH2:15][C:16]3=[O:19])[CH:3]=2)[CH:8]=[N:7][CH:6]=1. The yield is 0.270. (3) The reactants are Br[C:2]1[C:11]([O:12][CH:13]2[CH2:18][CH2:17][CH:16]([C:19]([CH3:22])([CH3:21])[CH3:20])[CH2:15][CH2:14]2)=[CH:10][CH:9]=[C:8]2[C:3]=1[CH:4]=[CH:5][C:6]([C@:23]1([CH3:29])[CH2:27][O:26][C:25](=[O:28])[NH:24]1)=[CH:7]2.[F:30][C:31]([F:43])([F:42])[O:32][C:33]1[CH:38]=[CH:37][C:36](B(O)O)=[CH:35][CH:34]=1.C(=O)([O-])[O-].[Na+].[Na+].COCCOC. The catalyst is C1C=CC([P]([Pd]([P](C2C=CC=CC=2)(C2C=CC=CC=2)C2C=CC=CC=2)([P](C2C=CC=CC=2)(C2C=CC=CC=2)C2C=CC=CC=2)[P](C2C=CC=CC=2)(C2C=CC=CC=2)C2C=CC=CC=2)(C2C=CC=CC=2)C2C=CC=CC=2)=CC=1.O.C(OC(=O)C)C. The product is [C:19]([C@H:16]1[CH2:17][CH2:18][C@H:13]([O:12][C:11]2[C:2]([C:36]3[CH:35]=[CH:34][C:33]([O:32][C:31]([F:30])([F:42])[F:43])=[CH:38][CH:37]=3)=[C:3]3[C:8](=[CH:9][CH:10]=2)[CH:7]=[C:6]([C@:23]2([CH3:29])[CH2:27][O:26][C:25](=[O:28])[NH:24]2)[CH:5]=[CH:4]3)[CH2:14][CH2:15]1)([CH3:22])([CH3:21])[CH3:20]. The yield is 0.830. (4) The reactants are Cl.Cl.[NH2:3][CH2:4][C@@:5]1([OH:13])[CH:10]2[CH2:11][CH2:12][N:7]([CH2:8][CH2:9]2)[CH2:6]1.C([O-])([O-])=O.[Cs+].[Cs+].ClC1[CH:26]=[CH:25][C:24]([C:27]2[CH:32]=[C:31]([N:33]=[C:34]=S)[N:30]=[CH:29][N:28]=2)=[CH:23][CH:22]=1.C([N:39]=C=NC(C)C)(C)C. The catalyst is CN(C)C=O. The product is [N:39]1[CH:26]=[CH:25][C:24]([C:27]2[N:28]=[CH:29][N:30]=[C:31]([NH:33][C:34]3[O:13][C@:5]4([CH2:4][N:3]=3)[CH:10]3[CH2:9][CH2:8][N:7]([CH2:12][CH2:11]3)[CH2:6]4)[CH:32]=2)=[CH:23][CH:22]=1. The yield is 0.210. (5) The reactants are Cl.[CH2:2]1[C@H:6]2[CH2:7][CH2:8][N:9]([C:12](=[O:26])/[CH:13]=[CH:14]/[C:15]3[CH:20]=[CH:19][C:18]([O:21][C:22]([F:25])([F:24])[F:23])=[CH:17][CH:16]=3)[CH2:10][CH2:11][C@H:5]2[CH2:4][NH:3]1.CN1CCOCC1.[NH:34]1[C:38]2[CH2:39][CH2:40][CH:41]([C:43](O)=[O:44])[CH2:42][C:37]=2[N:36]=[N:35]1.F[P-](F)(F)(F)(F)F.N1(OC(N(C)C)=[N+](C)C)C2N=CC=CC=2N=N1. The catalyst is CN(C)C=O. The product is [NH:34]1[C:38]2[CH2:39][CH2:40][CH:41]([C:43]([N:3]3[CH2:4][C@@H:5]4[C@@H:6]([CH2:7][CH2:8][N:9]([C:12](=[O:26])/[CH:13]=[CH:14]/[C:15]5[CH:20]=[CH:19][C:18]([O:21][C:22]([F:23])([F:24])[F:25])=[CH:17][CH:16]=5)[CH2:10][CH2:11]4)[CH2:2]3)=[O:44])[CH2:42][C:37]=2[N:36]=[N:35]1. The yield is 0.800.